Dataset: Full USPTO retrosynthesis dataset with 1.9M reactions from patents (1976-2016). Task: Predict the reactants needed to synthesize the given product. (1) Given the product [CH2:1]([O:8][C:9]([NH:11][C@H:12]([C:20]([OH:22])=[O:21])[CH2:13][CH2:14][CH2:15][NH:16][C:17](=[NH:18])[NH:19][S:26]([CH3:25])(=[O:28])=[O:27])=[O:10])[C:2]1[CH:3]=[CH:4][CH:5]=[CH:6][CH:7]=1, predict the reactants needed to synthesize it. The reactants are: [CH2:1]([O:8][C:9]([NH:11][C@H:12]([C:20]([OH:22])=[O:21])[CH2:13][CH2:14][CH2:15][NH:16][C:17](=[NH:19])[NH2:18])=[O:10])[C:2]1[CH:7]=[CH:6][CH:5]=[CH:4][CH:3]=1.[OH-].[Na+].[CH3:25][S:26](Cl)(=[O:28])=[O:27].Cl. (2) The reactants are: [C:1]([C:3]1[C:4]([CH3:28])=[C:5]([C@H:11]2[O:16][CH2:15][C@@H:14]3[CH2:17][N:18]([C:21]([O:23][C:24]([CH3:27])([CH3:26])[CH3:25])=[O:22])[CH2:19][CH2:20][N:13]3[CH2:12]2)[CH:6]=[C:7](I)[C:8]=1[F:9])#[N:2].[C:29]([O-])([O-])=O.[Cs+].[Cs+].N#N.C1(C)C=CC=CC=1.O. Given the product [C:1]([C:3]1[C:4]([CH3:28])=[C:5]([C@H:11]2[O:16][CH2:15][C@@H:14]3[CH2:17][N:18]([C:21]([O:23][C:24]([CH3:27])([CH3:26])[CH3:25])=[O:22])[CH2:19][CH2:20][N:13]3[CH2:12]2)[CH:6]=[C:7]([CH3:29])[C:8]=1[F:9])#[N:2], predict the reactants needed to synthesize it. (3) Given the product [Br:8][C:5]1[CH:6]=[N:7][C:2]2[NH:1][C:13]3[CH2:12][C:11]([CH3:19])([CH3:10])[NH:16][C:15](=[O:17])[C:14]=3[S:9][C:3]=2[N:4]=1, predict the reactants needed to synthesize it. The reactants are: [NH2:1][C:2]1[C:3]([SH:9])=[N:4][C:5]([Br:8])=[CH:6][N:7]=1.[CH3:10][C:11]1([CH3:19])[NH:16][C:15](=[O:17])[CH2:14][C:13](=O)[CH2:12]1. (4) Given the product [NH2:1][C:2]1[C:3]2[N:11]=[C:10]([C:12]3[CH:13]=[C:14]([CH:18]=[CH:19][CH:20]=3)[C:15]([NH:25][CH:21]3[CH2:24][CH2:23][CH2:22]3)=[O:17])[CH:9]=[CH:8][C:4]=2[N:5]=[CH:6][N:7]=1, predict the reactants needed to synthesize it. The reactants are: [NH2:1][C:2]1[C:3]2[N:11]=[C:10]([C:12]3[CH:13]=[C:14]([CH:18]=[CH:19][CH:20]=3)[C:15]([OH:17])=O)[CH:9]=[CH:8][C:4]=2[N:5]=[CH:6][N:7]=1.[CH:21]1([NH2:25])[CH2:24][CH2:23][CH2:22]1.CN(C(ON1N=NC2C=CC=NC1=2)=[N+](C)C)C.F[P-](F)(F)(F)(F)F.CCN(C(C)C)C(C)C. (5) Given the product [OH:29][C:23]([C:25]([F:28])([F:27])[F:26])=[O:24].[OH:29][C:23]([C:25]([F:28])([F:27])[F:26])=[O:24].[N:16]1[CH:15]=[C:14]([CH:11]2[CH2:12][CH2:13][NH:8][CH2:9][CH2:10]2)[N:18]2[CH:19]=[CH:20][CH:21]=[CH:22][C:17]=12, predict the reactants needed to synthesize it. The reactants are: C(OC([N:8]1[CH2:13][CH2:12][CH:11]([C:14]2[N:18]3[CH:19]=[CH:20][CH:21]=[CH:22][C:17]3=[N:16][CH:15]=2)[CH2:10][CH2:9]1)=O)(C)(C)C.[C:23]([OH:29])([C:25]([F:28])([F:27])[F:26])=[O:24].